Task: Predict the reactants needed to synthesize the given product.. Dataset: Full USPTO retrosynthesis dataset with 1.9M reactions from patents (1976-2016) (1) Given the product [C:25]([C:2]1[CH:7]=[C:6]([C:8]2[S:12][C:11]([NH:13][C:14](=[O:23])[C:15]3[C:20]([F:21])=[CH:19][CH:18]=[CH:17][C:16]=3[F:22])=[N:10][C:9]=2[CH3:24])[CH:5]=[CH:4][N:3]=1)#[N:26], predict the reactants needed to synthesize it. The reactants are: Br[C:2]1[CH:7]=[C:6]([C:8]2[S:12][C:11]([NH:13][C:14](=[O:23])[C:15]3[C:20]([F:21])=[CH:19][CH:18]=[CH:17][C:16]=3[F:22])=[N:10][C:9]=2[CH3:24])[CH:5]=[CH:4][N:3]=1.[CH3:25][N:26](C=O)C. (2) Given the product [CH2:1]([O:8][C:9]([N:11]1[C@H:15]([C:16]([N:18]2[CH2:23][CH2:22][N:21]([C:24]3[CH:29]=[C:28]([CH3:30])[CH:27]=[CH:26][C:25]=3[CH3:31])[CH2:20][CH2:19]2)=[O:17])[CH2:14][N:13]([S:48]([C:42]2[CH:47]=[CH:46][CH:45]=[CH:44][CH:43]=2)(=[O:50])=[O:49])[C:12]1=[O:32])=[O:10])[C:2]1[CH:3]=[CH:4][CH:5]=[CH:6][CH:7]=1, predict the reactants needed to synthesize it. The reactants are: [CH2:1]([O:8][C:9]([N:11]1[C@H:15]([C:16]([N:18]2[CH2:23][CH2:22][N:21]([C:24]3[CH:29]=[C:28]([CH3:30])[CH:27]=[CH:26][C:25]=3[CH3:31])[CH2:20][CH2:19]2)=[O:17])[CH2:14][NH:13][C:12]1=[O:32])=[O:10])[C:2]1[CH:7]=[CH:6][CH:5]=[CH:4][CH:3]=1.C(N(C(C)C)C(C)C)C.[C:42]1([S:48](Cl)(=[O:50])=[O:49])[CH:47]=[CH:46][CH:45]=[CH:44][CH:43]=1.C([O-])(O)=O.[Na+]. (3) Given the product [N+:10]([C:13]1[CH:19]=[C:18]([C:20]([F:21])([F:22])[F:23])[CH:17]=[CH:16][C:14]=1[NH:15][C:2]1[CH:9]=[CH:8][C:5]([C:6]#[N:7])=[CH:4][CH:3]=1)([O-:12])=[O:11], predict the reactants needed to synthesize it. The reactants are: Br[C:2]1[CH:9]=[CH:8][C:5]([C:6]#[N:7])=[CH:4][CH:3]=1.[N+:10]([C:13]1[CH:19]=[C:18]([C:20]([F:23])([F:22])[F:21])[CH:17]=[CH:16][C:14]=1[NH2:15])([O-:12])=[O:11].C([O-])([O-])=O.[Cs+].[Cs+]. (4) Given the product [CH3:46][O:47][CH:17]([O:18][CH3:55])[CH2:16][C@@H:14]1[O:15][C@H:11]([CH2:10][C@H:9]([OH:8])[CH2:31][OH:32])[C@H:12]([O:29][CH3:30])[C@H:13]1[CH2:19][S:20]([C:23]1[CH:24]=[CH:25][CH:26]=[CH:27][CH:28]=1)(=[O:21])=[O:22], predict the reactants needed to synthesize it. The reactants are: [Si]([O:8][C@H:9]([CH2:31][O:32][Si](C(C)(C)C)(C)C)[CH2:10][C@H:11]1[O:15][C@@H:14]([CH2:16][CH:17]=[O:18])[C@H:13]([CH2:19][S:20]([C:23]2[CH:28]=[CH:27][CH:26]=[CH:25][CH:24]=2)(=[O:22])=[O:21])[C@H:12]1[O:29][CH3:30])(C(C)(C)C)(C)C.CC1(C)C2(CS(O)(=O)=O)[C:46](CC1CC2)=[O:47].[CH3:55]O.